Dataset: Forward reaction prediction with 1.9M reactions from USPTO patents (1976-2016). Task: Predict the product of the given reaction. Given the reactants [CH2:1]([O:3][C:4]([C:6]1[N:7]([C:17]2[CH:22]=[CH:21][C:20]([O:23][CH:24]([CH3:26])[CH3:25])=[CH:19][CH:18]=2)[C:8]2[C:13]([C:14]=1[Cl:15])=[CH:12][C:11](Br)=[CH:10][CH:9]=2)=[O:5])[CH3:2].[CH:27]1[CH:28]=[CH:29][C:30](P([C:28]2[C:29]([C:28]3[C:29](P([C:28]4[CH:29]=[CH:30]C=[CH:32][CH:27]=4)[C:28]4[CH:29]=[CH:30]C=[CH:32][CH:27]=4)=[CH:30][CH:30]=[C:29]4[C:27]=3[CH:32]=[CH:32][CH:27]=[CH:28]4)=[C:30]3[C:32]([CH:27]=[CH:28][CH:29]=[CH:30]3)=[CH:32][CH:27]=2)[C:28]2[CH:29]=[CH:30]C=[CH:32][CH:27]=2)=C[CH:32]=1.[NH:73]1CCNCC1, predict the reaction product. The product is: [CH2:1]([O:3][C:4]([C:6]1[N:7]([C:17]2[CH:22]=[CH:21][C:20]([O:23][CH:24]([CH3:26])[CH3:25])=[CH:19][CH:18]=2)[C:8]2[C:13]([C:14]=1[Cl:15])=[CH:12][C:11]([N:73]1[CH2:30][CH2:29][CH2:28][CH2:27][CH2:32]1)=[CH:10][CH:9]=2)=[O:5])[CH3:2].